Task: Predict the reactants needed to synthesize the given product.. Dataset: Full USPTO retrosynthesis dataset with 1.9M reactions from patents (1976-2016) (1) Given the product [Cl:20][C:19]1[CH:18]=[CH:17][CH:16]=[C:15]([Cl:21])[C:14]=1[CH:12]=[CH:11][C:4]([C:3]1[C:2]([Cl:1])=[CH:9][CH:8]=[CH:7][C:6]=1[Cl:10])=[O:5], predict the reactants needed to synthesize it. The reactants are: [Cl:1][C:2]1[CH:9]=[CH:8][CH:7]=[C:6]([Cl:10])[C:3]=1[CH:4]=[O:5].[CH3:11][C:12]([C:14]1[C:19]([Cl:20])=[CH:18][CH:17]=[CH:16][C:15]=1[Cl:21])=O.[OH-].[Na+]. (2) The reactants are: Cl.Cl.[NH2:3][CH2:4][CH2:5][NH:6][C:7]([C:9]1[CH:33]=[CH:32][C:12]2[N:13]([CH3:31])[C:14]([NH:16][C:17]3[S:18][C:19]4[CH:25]=[C:24]([O:26][C:27]([F:30])([F:29])[F:28])[CH:23]=[CH:22][C:20]=4[N:21]=3)=[N:15][C:11]=2[CH:10]=1)=[O:8].Cl.[CH3:35][N:36]([CH3:41])[CH2:37][C:38](O)=[O:39].CN(C(ON1N=NC2C=CC=CC1=2)=[N+](C)C)C.F[P-](F)(F)(F)(F)F.CCN(C(C)C)C(C)C. Given the product [CH3:35][N:36]([CH3:41])[CH2:37][C:38]([NH:3][CH2:4][CH2:5][NH:6][C:7]([C:9]1[CH:33]=[CH:32][C:12]2[N:13]([CH3:31])[C:14]([NH:16][C:17]3[S:18][C:19]4[CH:25]=[C:24]([O:26][C:27]([F:28])([F:29])[F:30])[CH:23]=[CH:22][C:20]=4[N:21]=3)=[N:15][C:11]=2[CH:10]=1)=[O:8])=[O:39], predict the reactants needed to synthesize it. (3) Given the product [C:50]([O:49][C:46]1[CH:47]=[CH:48][C:43]([CH2:42][C@H:18]([NH:17][C:13](=[O:15])[CH2:12][O:11][NH:10][C:9]([NH:8][CH2:7][C:4]2[CH:3]=[CH:2][N:1]=[CH:6][CH:5]=2)=[O:16])[C:19]([N:21]([C@@H:33]([CH3:41])[CH:34]([O:38][CH2:39][CH3:40])[O:35][CH2:36][CH3:37])[CH2:22][C:23]2[CH:24]=[CH:25][CH:26]=[C:27]3[C:32]=2[N:31]=[CH:30][CH:29]=[CH:28]3)=[O:20])=[CH:44][CH:45]=1)([CH3:53])([CH3:51])[CH3:52], predict the reactants needed to synthesize it. The reactants are: [N:1]1[CH:6]=[CH:5][C:4]([CH2:7][NH:8][C:9](=[O:16])[NH:10][O:11][CH2:12][C:13]([OH:15])=O)=[CH:3][CH:2]=1.[NH2:17][C@@H:18]([CH2:42][C:43]1[CH:48]=[CH:47][C:46]([O:49][C:50]([CH3:53])([CH3:52])[CH3:51])=[CH:45][CH:44]=1)[C:19]([N:21]([C@@H:33]([CH3:41])[CH:34]([O:38][CH2:39][CH3:40])[O:35][CH2:36][CH3:37])[CH2:22][C:23]1[CH:24]=[CH:25][CH:26]=[C:27]2[C:32]=1[N:31]=[CH:30][CH:29]=[CH:28]2)=[O:20]. (4) Given the product [CH3:16][O:15][C:13]([NH:1][C@@H:2]([CH:6]([CH3:8])[CH3:7])[C:3]([OH:5])=[O:4])=[O:14], predict the reactants needed to synthesize it. The reactants are: [NH2:1][C@@H:2]([CH:6]([CH3:8])[CH3:7])[C:3]([OH:5])=[O:4].[OH-].[Na+].O.Cl[C:13]([O:15][CH3:16])=[O:14]. (5) Given the product [Cl:1][C:2]1[C:3]([F:12])=[C:4]([CH2:5][OH:6])[CH:8]=[CH:9][C:10]=1[F:11], predict the reactants needed to synthesize it. The reactants are: [Cl:1][C:2]1[C:3]([F:12])=[C:4]([CH:8]=[CH:9][C:10]=1[F:11])[C:5](O)=[O:6].CSC.B.C([O-])([O-])=O.[Na+].[Na+]. (6) Given the product [Cl:31][C:32]1[CH:40]=[CH:39][C:35]([C:36]([NH:14][CH2:15][C@H:16]([NH:18][C:19]2[N:20]=[CH:21][C:22](/[CH:25]=[CH:26]/[C:27]([O:29][CH3:30])=[O:28])=[N:23][CH:24]=2)[CH3:17])=[O:37])=[CH:34][CH:33]=1, predict the reactants needed to synthesize it. The reactants are: CN(C)CCCN=C=NCC.Cl.Cl.[NH2:14][CH2:15][C@H:16]([NH:18][C:19]1[N:20]=[CH:21][C:22](/[CH:25]=[CH:26]/[C:27]([O:29][CH3:30])=[O:28])=[N:23][CH:24]=1)[CH3:17].[Cl:31][C:32]1[CH:40]=[CH:39][C:35]([C:36](O)=[O:37])=[CH:34][CH:33]=1.C1C=CC2N(O)N=NC=2C=1.